Dataset: NCI-60 drug combinations with 297,098 pairs across 59 cell lines. Task: Regression. Given two drug SMILES strings and cell line genomic features, predict the synergy score measuring deviation from expected non-interaction effect. (1) Drug 1: CC1=C(C(CCC1)(C)C)C=CC(=CC=CC(=CC(=O)O)C)C. Drug 2: C1=NNC2=C1C(=O)NC=N2. Cell line: TK-10. Synergy scores: CSS=0.862, Synergy_ZIP=0.0749, Synergy_Bliss=1.19, Synergy_Loewe=-0.174, Synergy_HSA=-0.167. (2) Cell line: UACC-257. Drug 2: CCC1(C2=C(COC1=O)C(=O)N3CC4=CC5=C(C=CC(=C5CN(C)C)O)N=C4C3=C2)O.Cl. Synergy scores: CSS=11.0, Synergy_ZIP=-3.70, Synergy_Bliss=-0.0185, Synergy_Loewe=-6.49, Synergy_HSA=-0.264. Drug 1: CN1CCC(CC1)COC2=C(C=C3C(=C2)N=CN=C3NC4=C(C=C(C=C4)Br)F)OC. (3) Drug 1: CCCCCOC(=O)NC1=NC(=O)N(C=C1F)C2C(C(C(O2)C)O)O. Drug 2: C(CCl)NC(=O)N(CCCl)N=O. Cell line: SNB-19. Synergy scores: CSS=2.63, Synergy_ZIP=-2.88, Synergy_Bliss=-0.166, Synergy_Loewe=-11.5, Synergy_HSA=-5.02. (4) Drug 1: CC1C(C(CC(O1)OC2CC(CC3=C2C(=C4C(=C3O)C(=O)C5=C(C4=O)C(=CC=C5)OC)O)(C(=O)C)O)N)O.Cl. Drug 2: C(CCl)NC(=O)N(CCCl)N=O. Cell line: UACC-257. Synergy scores: CSS=9.92, Synergy_ZIP=5.74, Synergy_Bliss=10.6, Synergy_Loewe=3.28, Synergy_HSA=7.80. (5) Drug 1: C1=CC=C(C=C1)NC(=O)CCCCCCC(=O)NO. Drug 2: C(=O)(N)NO. Cell line: SF-539. Synergy scores: CSS=21.9, Synergy_ZIP=-4.42, Synergy_Bliss=-1.93, Synergy_Loewe=-1.67, Synergy_HSA=-0.398. (6) Drug 1: C1=CC(=CC=C1C#N)C(C2=CC=C(C=C2)C#N)N3C=NC=N3. Drug 2: CN(CCCl)CCCl.Cl. Cell line: HCC-2998. Synergy scores: CSS=21.4, Synergy_ZIP=0.265, Synergy_Bliss=4.52, Synergy_Loewe=0.853, Synergy_HSA=4.51.